This data is from Peptide-MHC class I binding affinity with 185,985 pairs from IEDB/IMGT. The task is: Regression. Given a peptide amino acid sequence and an MHC pseudo amino acid sequence, predict their binding affinity value. This is MHC class I binding data. (1) The peptide sequence is RRRIGEIFK. The MHC is HLA-B27:05 with pseudo-sequence HLA-B27:05. The binding affinity (normalized) is 0.615. (2) The MHC is HLA-B51:01 with pseudo-sequence HLA-B51:01. The binding affinity (normalized) is 0.213. The peptide sequence is TRQQTSFPF.